Task: Predict the reactants needed to synthesize the given product.. Dataset: Full USPTO retrosynthesis dataset with 1.9M reactions from patents (1976-2016) (1) Given the product [NH2:36][CH:2]1[CH2:6][CH2:7][N:17]([C:18]2[CH:19]=[C:20]3[C:24](=[CH:25][CH:26]=2)[C:23](=[O:27])[CH2:22][CH2:21]3)[C:3]1=[O:4], predict the reactants needed to synthesize it. The reactants are: Br[CH:2]([CH2:6][CH2:7]Br)[C:3](Cl)=[O:4].P([O-])([O-])([O-])=O.[Na+].[Na+].[Na+].[NH2:17][C:18]1[CH:19]=[C:20]2[C:24](=[CH:25][CH:26]=1)[C:23](=[O:27])[CH2:22][CH2:21]2.C(=O)([O-])[O-].[K+].[K+].CC#[N:36]. (2) Given the product [C:24]([O:23][C:21]([NH:1][C@H:2]([C:11]([OH:13])=[O:12])[CH2:3][C:4]1[CH:5]=[CH:6][C:7]([OH:10])=[CH:8][CH:9]=1)=[O:22])([CH3:27])([CH3:26])[CH3:25], predict the reactants needed to synthesize it. The reactants are: [NH2:1][C@H:2]([C:11]([OH:13])=[O:12])[CH2:3][C:4]1[CH:9]=[CH:8][C:7]([OH:10])=[CH:6][CH:5]=1.C(N(CC)CC)C.[C:21](O[C:21]([O:23][C:24]([CH3:27])([CH3:26])[CH3:25])=[O:22])([O:23][C:24]([CH3:27])([CH3:26])[CH3:25])=[O:22].